From a dataset of Forward reaction prediction with 1.9M reactions from USPTO patents (1976-2016). Predict the product of the given reaction. Given the reactants O=[C:2]1C[CH2:5][CH:4]([C:7]([O:9][C:10]([CH3:13])([CH3:12])[CH3:11])=[O:8])[CH2:3]1.CO[CH:16]([O:19][CH3:20])[O:17][CH3:18].CC1C=CC(S(O)(=O)=O)=CC=1.O, predict the reaction product. The product is: [CH3:20][O:19][C:16]1([O:17][CH3:18])[CH2:2][CH2:3][CH:4]([C:7]([O:9][C:10]([CH3:12])([CH3:11])[CH3:13])=[O:8])[CH2:5]1.